This data is from Catalyst prediction with 721,799 reactions and 888 catalyst types from USPTO. The task is: Predict which catalyst facilitates the given reaction. Reactant: [CH3:1][O:2][C:3]1[CH:21]=[C:20]([O:22][CH3:23])[CH:19]=[CH:18][C:4]=1[CH2:5][N:6]1[C:14](=[O:15])[C:13]2[C:8](=[CH:9][CH:10]=[CH:11][C:12]=2[OH:16])[C:7]1=[O:17].Cl[CH2:25][CH2:26][CH2:27][N:28]1[CH2:33][CH2:32][O:31][CH2:30][CH2:29]1.C(=O)([O-])[O-].[K+].[K+]. Product: [CH3:1][O:2][C:3]1[CH:21]=[C:20]([O:22][CH3:23])[CH:19]=[CH:18][C:4]=1[CH2:5][N:6]1[C:14](=[O:15])[C:13]2[C:8](=[CH:9][CH:10]=[CH:11][C:12]=2[O:16][CH2:25][CH2:26][CH2:27][N:28]2[CH2:33][CH2:32][O:31][CH2:30][CH2:29]2)[C:7]1=[O:17]. The catalyst class is: 39.